This data is from Forward reaction prediction with 1.9M reactions from USPTO patents (1976-2016). The task is: Predict the product of the given reaction. Given the reactants [N:1]1[CH:6]=[CH:5][CH:4]=[N:3][C:2]=1[C:7]1[S:8][C:9]([C:16]([OH:18])=O)=[C:10]([C:12]([F:15])([F:14])[F:13])[N:11]=1.Cl[C:20]1[CH:25]=[CH:24][C:23]([CH:26]([N:29]2[CH2:34][CH2:33]C[CH2:31][CH2:30]2)[CH2:27][NH2:28])=[CH:22][CH:21]=1.F[P-](F)(F)(F)(F)F.[N:42]1(O[P+](N(C)C)(N(C)C)N(C)C)[C:46]2C=CC=CC=2N=N1.CCOC(C)=O, predict the reaction product. The product is: [CH3:46][N:42]1[CH2:31][CH2:30][N:29]([C:26]2([CH2:27][NH:28][C:16]([C:9]3[S:8][C:7]([C:2]4[N:1]=[CH:6][CH:5]=[CH:4][N:3]=4)=[N:11][C:10]=3[C:12]([F:13])([F:14])[F:15])=[O:18])[CH2:22][CH2:21][CH2:20][CH2:25][CH2:24][CH2:23]2)[CH2:34][CH2:33]1.